This data is from Full USPTO retrosynthesis dataset with 1.9M reactions from patents (1976-2016). The task is: Predict the reactants needed to synthesize the given product. (1) Given the product [Si:27]([O:34][CH2:35][CH2:36][C:37]1[CH:38]=[CH:39][C:40]([CH2:43][CH2:44][N:24]2[CH2:25][CH2:26][C:20]3([O:19][CH2:18][CH2:17][N:16]([C:14]([C:12]4[N:13]=[C:9]([CH3:8])[S:10][CH:11]=4)=[O:15])[CH2:21]3)[CH2:22][CH2:23]2)=[CH:41][CH:42]=1)([C:30]([CH3:33])([CH3:32])[CH3:31])([CH3:29])[CH3:28], predict the reactants needed to synthesize it. The reactants are: FC(F)(F)C(O)=O.[CH3:8][C:9]1[S:10][CH:11]=[C:12]([C:14]([N:16]2[CH2:21][C:20]3([CH2:26][CH2:25][NH:24][CH2:23][CH2:22]3)[O:19][CH2:18][CH2:17]2)=[O:15])[N:13]=1.[Si:27]([O:34][CH2:35][CH2:36][C:37]1[CH:42]=[CH:41][C:40]([CH2:43][CH:44]=O)=[CH:39][CH:38]=1)([C:30]([CH3:33])([CH3:32])[CH3:31])([CH3:29])[CH3:28].C(O)(=O)C.C(O[BH-](OC(=O)C)OC(=O)C)(=O)C.[Na+]. (2) The reactants are: [F:1][C:2]([F:35])([F:34])[C:3]([C:9]1[CH:10]=[C:11]2[C:15](=[CH:16][CH:17]=1)[N:14]([CH2:18][C:19]1[N:20]=[C:21]([CH:25]=[CH:26][C:27]3[CH:32]=[CH:31][CH:30]=[CH:29][CH:28]=3)[O:22][C:23]=1[CH3:24])[CH:13]([CH3:33])[CH2:12]2)([OH:8])[C:4]([F:7])([F:6])[F:5]. Given the product [F:6][C:4]([F:5])([F:7])[C:3]([C:9]1[CH:10]=[C:11]2[C:15](=[CH:16][CH:17]=1)[N:14]([CH2:18][C:19]1[N:20]=[C:21]([CH2:25][CH2:26][C:27]3[CH:28]=[CH:29][CH:30]=[CH:31][CH:32]=3)[O:22][C:23]=1[CH3:24])[CH:13]([CH3:33])[CH2:12]2)([OH:8])[C:2]([F:35])([F:34])[F:1], predict the reactants needed to synthesize it. (3) Given the product [C:15]([O:18][C:19]([NH:1][C:2]1[CH:10]=[CH:9][C:8]([OH:11])=[CH:7][C:3]=1[C:4]([OH:6])=[O:5])=[O:20])([CH3:17])([CH3:16])[CH3:14], predict the reactants needed to synthesize it. The reactants are: [NH2:1][C:2]1[CH:10]=[CH:9][C:8]([OH:11])=[CH:7][C:3]=1[C:4]([OH:6])=[O:5].[OH-].[Na+].[CH3:14][C:15]([O:18][C:19](O[C:19]([O:18][C:15]([CH3:17])([CH3:16])[CH3:14])=[O:20])=[O:20])([CH3:17])[CH3:16].